Predict the reactants needed to synthesize the given product. From a dataset of Full USPTO retrosynthesis dataset with 1.9M reactions from patents (1976-2016). (1) Given the product [NH2:66][C:50]1[N:51]=[CH:52][C:53]([C:55]2[CH:56]=[N:57][N:58]([CH:60]3[CH2:61][CH2:62][N:63]([C:4](=[O:5])[CH2:3][N:2]([CH3:7])[CH3:1])[CH2:64][CH2:65]3)[CH:59]=2)=[CH:54][C:49]=1[O:48][C@@H:46]([C:44]1[CH:45]=[C:40]([F:39])[CH:41]=[CH:42][C:43]=1[N:67]1[N:71]=[CH:70][CH:69]=[N:68]1)[CH3:47], predict the reactants needed to synthesize it. The reactants are: [CH3:1][N:2]([CH3:7])[CH2:3][C:4](O)=[O:5].CN(C(ON1N=NC2C=CC=NC1=2)=[N+](C)C)C.F[P-](F)(F)(F)(F)F.C(N(CC)CC)C.[F:39][C:40]1[CH:41]=[CH:42][C:43]([N:67]2[N:71]=[CH:70][CH:69]=[N:68]2)=[C:44]([C@H:46]([O:48][C:49]2[C:50]([NH2:66])=[N:51][CH:52]=[C:53]([C:55]3[CH:56]=[N:57][N:58]([CH:60]4[CH2:65][CH2:64][NH:63][CH2:62][CH2:61]4)[CH:59]=3)[CH:54]=2)[CH3:47])[CH:45]=1. (2) Given the product [Br:13][C:14]1[CH:15]=[C:16]([S:24]([NH:1][C:2]2[CH:11]=[CH:10][C:5]([C:6]([O:8][CH3:9])=[O:7])=[C:4]([OH:12])[CH:3]=2)(=[O:25])=[O:26])[CH:17]=[C:18]([C:20]([F:22])([F:21])[F:23])[CH:19]=1, predict the reactants needed to synthesize it. The reactants are: [NH2:1][C:2]1[CH:3]=[C:4]([OH:12])[C:5](=[CH:10][CH:11]=1)[C:6]([O:8][CH3:9])=[O:7].[Br:13][C:14]1[CH:15]=[C:16]([S:24](Cl)(=[O:26])=[O:25])[CH:17]=[C:18]([C:20]([F:23])([F:22])[F:21])[CH:19]=1.N1C=CC=CC=1. (3) Given the product [Br:15][CH:11]([C:2]1[CH:3]=[CH:4][C:5]2[C:10](=[CH:9][CH:8]=[CH:7][CH:6]=2)[CH:1]=1)[CH3:12], predict the reactants needed to synthesize it. The reactants are: [CH:1]1[C:10]2[C:5](=[CH:6][CH:7]=[CH:8][CH:9]=2)[CH:4]=[CH:3][C:2]=1[CH:11](O)[CH3:12].P(Br)(Br)[Br:15]. (4) Given the product [Na:19].[CH:14]([CH:2]([CH2:3][CH2:4][C:5]([O:7][CH2:8][CH3:9])=[O:6])[C:1]([O:11][CH2:12][CH3:13])=[O:10])=[O:15], predict the reactants needed to synthesize it. The reactants are: [C:1]([O:11][CH2:12][CH3:13])(=[O:10])[CH2:2][CH2:3][CH2:4][C:5]([O:7][CH2:8][CH3:9])=[O:6].[CH:14](OCC)=[O:15].[Na:19]. (5) Given the product [Br:34][C:5]1[S:4][C:3]([C:8]2[N:12]3[N:13]=[C:14]([CH3:22])[CH:15]=[C:16]([CH:17]([CH2:18][CH3:19])[CH2:20][CH3:21])[C:11]3=[N:10][C:9]=2[CH3:23])=[C:2]([CH3:1])[C:6]=1[CH3:7], predict the reactants needed to synthesize it. The reactants are: [CH3:1][C:2]1[C:6]([CH3:7])=[CH:5][S:4][C:3]=1[C:8]1[N:12]2[N:13]=[C:14]([CH3:22])[CH:15]=[C:16]([CH:17]([CH2:20][CH3:21])[CH2:18][CH3:19])[C:11]2=[N:10][C:9]=1[CH3:23].C(Cl)Cl.C1C(=O)N([Br:34])C(=O)C1.